Dataset: Reaction yield outcomes from USPTO patents with 853,638 reactions. Task: Predict the reaction yield, written as a fraction of the theoretical maximum amount of product (1.0 means a 100% yield; for example, 0.34 means a 34% yield). (1) The reactants are [C-]#N.[Na+].Br[C:5]1[CH:6]=[C:7]2[C:11](=[CH:12][CH:13]=1)[NH:10][CH:9]=[CH:8]2.[CH3:14][NH:15]CCNC.[OH-].[NH4+]. The product is [NH:10]1[C:11]2[C:7](=[CH:6][C:5]([C:14]#[N:15])=[CH:13][CH:12]=2)[CH:8]=[CH:9]1. The yield is 0.950. The catalyst is [Cu]I.O.C(OCC)(=O)C.C1(C)C=CC=CC=1. (2) The reactants are [Cl:1][C:2]1[CH:10]=[CH:9][C:5]([C:6]([OH:8])=O)=[CH:4][CH:3]=1.Cl.Cl.[N:13]12[CH2:21][CH2:20][CH:17]([CH2:18][CH2:19]1)[NH:16][CH2:15][CH2:14]2.O.ON1C2C=CC=CC=2N=N1.F[B-](F)(F)F.N1(OC(N(C)C)=[N+](C)C)C2C=CC=CC=2N=N1.C(N(C(C)C)CC)(C)C.[OH-].[Na+]. The catalyst is CN(C)C=O. The product is [Cl:1][C:2]1[CH:3]=[CH:4][C:5]([C:6]([N:16]2[CH:17]3[CH2:20][CH2:21][N:13]([CH2:19][CH2:18]3)[CH2:14][CH2:15]2)=[O:8])=[CH:9][CH:10]=1. The yield is 0.550. (3) The reactants are [F:1][C:2]1[C:10]([N+:11]([O-:13])=[O:12])=[CH:9][C:8]([F:14])=[CH:7][C:3]=1[C:4]([OH:6])=[O:5].[CH3:15][Si](Cl)(C)C. The catalyst is CO. The product is [F:1][C:2]1[C:10]([N+:11]([O-:13])=[O:12])=[CH:9][C:8]([F:14])=[CH:7][C:3]=1[C:4]([O:6][CH3:15])=[O:5]. The yield is 0.724.